This data is from Full USPTO retrosynthesis dataset with 1.9M reactions from patents (1976-2016). The task is: Predict the reactants needed to synthesize the given product. (1) Given the product [C:23]([C:20]1[CH:21]=[CH:22][C:17]([CH2:16][NH:15][C:13]([C:6]2[C:7]([CH3:12])=[N:8][C:9]3[C:4]([CH:5]=2)=[CH:3][C:2]([C:27]#[N:28])=[CH:11][N:10]=3)=[O:14])=[CH:18][CH:19]=1)([CH3:26])([CH3:25])[CH3:24], predict the reactants needed to synthesize it. The reactants are: Br[C:2]1[CH:3]=[C:4]2[C:9](=[N:10][CH:11]=1)[N:8]=[C:7]([CH3:12])[C:6]([C:13]([NH:15][CH2:16][C:17]1[CH:22]=[CH:21][C:20]([C:23]([CH3:26])([CH3:25])[CH3:24])=[CH:19][CH:18]=1)=[O:14])=[CH:5]2.[CH3:27][NH:28]CCNC.[C-]#N.[Na+]. (2) Given the product [CH3:29][N:30]1[CH2:35][CH2:34][N:33]([C:2]2[CH:7]=[CH:6][C:5]([C:8]3[CH:13]=[C:12]([C:14]4[N:18]5[CH:19]=[CH:20][CH:21]=[CH:22][C:17]5=[N:16][C:15]=4[C:23]4[CH:28]=[CH:27][CH:26]=[CH:25][N:24]=4)[CH:11]=[CH:10][N:9]=3)=[CH:4][CH:3]=2)[CH2:32][CH2:31]1, predict the reactants needed to synthesize it. The reactants are: Br[C:2]1[CH:7]=[CH:6][C:5]([C:8]2[CH:13]=[C:12]([C:14]3[N:18]4[CH:19]=[CH:20][CH:21]=[CH:22][C:17]4=[N:16][C:15]=3[C:23]3[CH:28]=[CH:27][CH:26]=[CH:25][N:24]=3)[CH:11]=[CH:10][N:9]=2)=[CH:4][CH:3]=1.[CH3:29][N:30]1[CH2:35][CH2:34][NH:33][CH2:32][CH2:31]1. (3) Given the product [CH3:1][C:2]12[C:14]3[C:10](=[CH:9][C:8]([NH:15][C:16]4[CH:17]=[CH:18][C:19]([C:20]([OH:22])=[O:21])=[CH:25][CH:26]=4)=[CH:7][C:6]=3[CH2:5][CH2:4][CH2:3]1)[CH2:11][CH2:12][CH2:13]2, predict the reactants needed to synthesize it. The reactants are: [CH3:1][C:2]12[C:14]3[C:6](=[CH:7][C:8]([NH:15][C:16]4[CH:26]=[CH:25][C:19]([C:20]([O:22]CC)=[O:21])=[CH:18][CH:17]=4)=[CH:9][C:10]=3[CH2:11][CH2:12][CH2:13]1)[CH2:5][CH2:4][CH2:3]2.[OH-].[Na+].Cl. (4) Given the product [CH:22]1([C:25]2([F:29])[CH2:28][N:27]([C:12]([C:10]3[CH:9]=[CH:8][C:7]([N:15]4[CH2:18][C:17]([F:20])([F:19])[CH2:16]4)=[C:6]([O:5][CH2:4][CH:1]4[CH2:2][CH2:3]4)[N:11]=3)=[O:14])[CH2:26]2)[CH2:24][CH2:23]1, predict the reactants needed to synthesize it. The reactants are: [CH:1]1([CH2:4][O:5][C:6]2[N:11]=[C:10]([C:12]([OH:14])=O)[CH:9]=[CH:8][C:7]=2[N:15]2[CH2:18][C:17]([F:20])([F:19])[CH2:16]2)[CH2:3][CH2:2]1.Cl.[CH:22]1([C:25]2([F:29])[CH2:28][NH:27][CH2:26]2)[CH2:24][CH2:23]1. (5) The reactants are: COC1C=C[C:6](P(C2C=CC=CC=2)C2C=CC=CC=2)=[CH:5][C:4]=1[C:22]1[CH:27]=[C:26](P(C2C=CC=CC=2)C2C=CC=CC=2)[CH:25]=[CH:24][C:23]=1OC.[F:43][CH:44]([S:54]([C:57]1[CH:62]=[CH:61][CH:60]=[CH:59][CH:58]=1)(=[O:56])=[O:55])[S:45]([C:48]1[CH:53]=[CH:52][CH:51]=[CH:50][CH:49]=1)(=[O:47])=[O:46].[C:63](=[O:66])([O-])[O-:64].[Cs+].[Cs+].[Cl-].[NH4+].[CH2:71](COC)OC. Given the product [C:63]([O:64][C@H:6]([C:44]([F:43])([S:45]([C:48]1[CH:49]=[CH:50][CH:51]=[CH:52][CH:53]=1)(=[O:47])=[O:46])[S:54]([C:57]1[CH:62]=[CH:61][CH:60]=[CH:59][CH:58]=1)(=[O:56])=[O:55])[CH:5]=[CH:4][C:22]1[CH:23]=[CH:24][CH:25]=[CH:26][CH:27]=1)(=[O:66])[CH3:71], predict the reactants needed to synthesize it. (6) Given the product [C:49]([O:48][C:46](=[O:47])[NH:45][CH2:44][CH2:43][CH2:42][C@H:11]([NH2:10])[C:12](=[O:41])[NH:13][CH2:14][CH2:15][CH2:16][CH2:17][C@H:18]([NH:33][C:34]([O:36][C:37]([CH3:40])([CH3:39])[CH3:38])=[O:35])[CH2:19][C:20](=[O:32])[NH:21][CH2:22][CH2:23][NH:24][C:25](=[O:31])[O:26][C:27]([CH3:29])([CH3:30])[CH3:28])([CH3:50])([CH3:51])[CH3:52], predict the reactants needed to synthesize it. The reactants are: C(OC(=O)[NH:10][C@@H:11]([CH2:42][CH2:43][CH2:44][NH:45][C:46]([O:48][C:49]([CH3:52])([CH3:51])[CH3:50])=[O:47])[C:12](=[O:41])[NH:13][CH2:14][CH2:15][CH2:16][CH2:17][C@H:18]([NH:33][C:34]([O:36][C:37]([CH3:40])([CH3:39])[CH3:38])=[O:35])[CH2:19][C:20](=[O:32])[NH:21][CH2:22][CH2:23][NH:24][C:25](=[O:31])[O:26][C:27]([CH3:30])([CH3:29])[CH3:28])C1C=CC=CC=1. (7) Given the product [CH3:19][C:5]1[CH:4]=[C:3]([CH2:1][NH:28][CH2:27][CH2:26][C:22]2[CH:21]=[N:20][CH:25]=[CH:24][CH:23]=2)[CH:18]=[CH:17][C:6]=1[O:7][C:8]1[N:9]=[CH:10][C:11]([C:14]([NH2:16])=[O:15])=[N:12][CH:13]=1, predict the reactants needed to synthesize it. The reactants are: [CH:1]([C:3]1[CH:18]=[CH:17][C:6]([O:7][C:8]2[N:9]=[CH:10][C:11]([C:14]([NH2:16])=[O:15])=[N:12][CH:13]=2)=[C:5]([CH3:19])[CH:4]=1)=O.[N:20]1[CH:25]=[CH:24][CH:23]=[C:22]([CH2:26][CH2:27][NH2:28])[CH:21]=1.[BH4-].[Na+].